This data is from NCI-60 drug combinations with 297,098 pairs across 59 cell lines. The task is: Regression. Given two drug SMILES strings and cell line genomic features, predict the synergy score measuring deviation from expected non-interaction effect. Drug 1: CC(C1=C(C=CC(=C1Cl)F)Cl)OC2=C(N=CC(=C2)C3=CN(N=C3)C4CCNCC4)N. Drug 2: CC1CCCC2(C(O2)CC(NC(=O)CC(C(C(=O)C(C1O)C)(C)C)O)C(=CC3=CSC(=N3)C)C)C. Cell line: SK-OV-3. Synergy scores: CSS=3.77, Synergy_ZIP=-2.11, Synergy_Bliss=4.43, Synergy_Loewe=4.35, Synergy_HSA=4.53.